Dataset: Forward reaction prediction with 1.9M reactions from USPTO patents (1976-2016). Task: Predict the product of the given reaction. (1) Given the reactants [CH2:1]([C@@:5]1([C:21]([O:23]C(C)(C)C)=[O:22])[CH2:9][C@@H:8]([C:10]2[N:14]=[C:13]([CH3:15])[O:12][N:11]=2)[C@H:7]([C:16]2[S:17][CH:18]=[CH:19][N:20]=2)[NH:6]1)[CH:2]([CH3:4])[CH3:3].[CH3:28][O:29][C:30]1[CH:31]=[C:32]([CH:36]=[CH:37][C:38]=1[C:39]([CH3:42])([CH3:41])[CH3:40])[C:33](Cl)=[O:34].FC(F)(F)C(O)=O, predict the reaction product. The product is: [CH2:1]([C@@:5]1([C:21]([OH:23])=[O:22])[CH2:9][C@@H:8]([C:10]2[N:14]=[C:13]([CH3:15])[O:12][N:11]=2)[C@H:7]([C:16]2[S:17][CH:18]=[CH:19][N:20]=2)[N:6]1[C:33](=[O:34])[C:32]1[CH:36]=[CH:37][C:38]([C:39]([CH3:40])([CH3:41])[CH3:42])=[C:30]([O:29][CH3:28])[CH:31]=1)[CH:2]([CH3:3])[CH3:4]. (2) Given the reactants [CH3:1][C:2]1([CH3:18])[C:6]([CH3:8])([CH3:7])[O:5][B:4]([C:9]2[CH:17]=[CH:16][C:12]([C:13]([OH:15])=O)=[CH:11][CH:10]=2)[O:3]1.[N:19]1([C:25]([O:27][C:28]([CH3:31])([CH3:30])[CH3:29])=[O:26])[CH2:24][CH2:23][NH:22][CH2:21][CH2:20]1.O.N1(O)C2C=CC=CC=2N=N1.Cl.C(N=C=NCCCN(C)C)C.C(N(CC)CC)C, predict the reaction product. The product is: [CH3:18][C:2]1([CH3:1])[C:6]([CH3:7])([CH3:8])[O:5][B:4]([C:9]2[CH:10]=[CH:11][C:12]([C:13]([N:22]3[CH2:21][CH2:20][N:19]([C:25]([O:27][C:28]([CH3:31])([CH3:30])[CH3:29])=[O:26])[CH2:24][CH2:23]3)=[O:15])=[CH:16][CH:17]=2)[O:3]1.